Dataset: Forward reaction prediction with 1.9M reactions from USPTO patents (1976-2016). Task: Predict the product of the given reaction. Given the reactants [ClH:1].[CH2:2]([O:9][C:10]([NH:12][CH2:13][CH2:14][CH2:15][C@@H:16]([C:25]([NH:27][C@H:28]([C:31]([NH:33][CH2:34][CH2:35][NH:36][C:37]([O:39][CH2:40][C:41]1[CH:46]=[CH:45][CH:44]=[CH:43][CH:42]=1)=[O:38])=[O:32])[CH2:29][OH:30])=[O:26])[NH:17]C(OC(C)(C)C)=O)=[O:11])[C:3]1[CH:8]=[CH:7][CH:6]=[CH:5][CH:4]=1, predict the reaction product. The product is: [ClH:1].[CH2:2]([O:9][C:10]([NH:12][CH2:13][CH2:14][CH2:15][C@@H:16]([C:25]([NH:27][C@H:28]([C:31]([NH:33][CH2:34][CH2:35][NH:36][C:37]([O:39][CH2:40][C:41]1[CH:46]=[CH:45][CH:44]=[CH:43][CH:42]=1)=[O:38])=[O:32])[CH2:29][OH:30])=[O:26])[NH2:17])=[O:11])[C:3]1[CH:8]=[CH:7][CH:6]=[CH:5][CH:4]=1.